This data is from Human Reference Interactome with 51,813 positive PPI pairs across 8,248 proteins, plus equal number of experimentally-validated negative pairs. The task is: Binary Classification. Given two protein amino acid sequences, predict whether they physically interact or not. (1) Protein 1 (ENSG00000143344) has sequence MEVKPVGEPTQEVSKFKLSTKVESTGHWLVEDHVRIWEVLKTEESSIQDWGEEVEEGAVYHVTLKRVQIQQAANKGARWLGVEGDQLPPGHTVSQYETCKIRTIKAGTLEKLVENLLTAFGDNDFTYISIFLSTYRGFASTKEVLELLLDRYGNLTSPNCEEDGSQSSSESKMVIRNAIASILRAWLDQCAEDFREPPHFPCLQKLLDYLTRMMPGSDPERRAQNLLEQFQKQEVETDNGLPNTISFSLEEEEELEGGESAEFTCFSEDLVAEQLTYMDAQLFKKVVPHHCLGCIWSRRD.... Protein 2 (ENSG00000117280) has sequence MGSRDHLFKVLVVGDAAVGKTSLVQRYSQDSFSKHYKSTVGVDFALKVLQWSDYEIVRLQLWDIAGQERFTSMTRLYYRDASACVIMFDVTNATTFSNSQRWKQDLDSKLTLPNGEPVPCLLLANKCDLSPWAVSRDQIDRFSKENGFTGWTETSVKENKNINEAMRVLIEKMMRNSTEDIMSLSTQGDYINLQTKSSSWSCC*MTRLYYRDASACVIMFDVTNATTFSNSQRWKQDLDSKLTLPNGEPVPCLLLANKCDLSPWAVSRDQIDRFSKENGFTGWTETSVKENKNINEAMRV.... Result: 0 (the proteins do not interact). (2) Protein 1 (ENSG00000183527) has sequence MAATFFGEVVKAPCRAGTEDEEEEEEGRRETPEDREVRLQLARKREVRLLRRQTKTSLEVSLLEKYPCSKFIIAIGNNAVAFLSSFVMNSGVWEEVGCAKLWNEWCRTTDTTHLSSTEAFCVFYHLKSNPSVFLCQCSCYVAEDQQYQWLEKVFGSCPRKNMQITILTCRHVTDYKTSESTGSLPSPFLRALKTQNFKDSACCPLLEQPNIVHDLPAAVLSYCQVWKIPAILYLCYTDVMKLDLITVEAFKPILSTRSLKGLVKNIPQSTEILKKLMTTNEIQSNIYT*MAATFFGEVVK.... Protein 2 (ENSG00000117862) has sequence METRPRLGATCLLGFSFLLLVISSDGHNGLGKGFGDHIHWRTLEDGKKEAAASGLPLMVIIHKSWCGACKALKPKFAESTEISELSHNFVMVNLEDEEEPKDEDFSPDGGYIPRILFLDPSGKVHPEIINENGNPSYKYFYVSAEQVVQGMKEAQERLTGDAFRKKHLEDEL*METRPRLGATCLLGFSFLLLVISSDGHNGLGKGFGDHIHWRTLEDGKKEAAARIHV*METRPRLGATCLLGFSFLLLVISSDGHNGLGKGFGDHIHWRTLEDGKKEAAARPY*. Result: 0 (the proteins do not interact). (3) Protein 1 (ENSG00000115935) has sequence MPVPPPPAPPPPPTFALANTEKPTLNKTEQAGRNALLSDISKGKKLKKTVTNDRSAPILDKPKGAGAGGGGGGFGGGGGFGGGGGGGGGGSFGGGGPPGLGGLFQAGMPKLRSTANRDNDSGGSRPPLLPPGGRSTSAKPFSPPSGPGRFPVPSPGHRSGPPEPQRNRMPPPRPDVGSKPDSIPPPVPSTPRPIQSSPHNRGSPPVPGGPRQPSPGPTPPPFPGNRGTALGGGSIRQSPLSSSSPFSNRPPLPPTPSRALDDKPPPPPPPVGNRPSIHREAVPPPPPQNNKPPVPSTPRP.... Protein 2 (ENSG00000187122) has sequence MALTPGWGSSAGPVRPELWLLLWAAAWRLGASACPALCTCTGTTVDCHGTGLQAIPKNIPRNTERLELNGNNITRIHKNDFAGLKQLRVLQLMENQIGAVERGAFDDMKELERLRLNRNQLHMLPELLFQNNQALSRLDLSENAIQAIPRKAFRGATDLKNLQLDKNQISCIEEGAFRALRGLEVLTLNNNNITTIPVSSFNHMPKLRTFRLHSNHLFCDCHLAWLSQWLRQRPTIGLFTQCSGPASLRGLNVAEVQKSEFSCSGQGEAGRVPTCTLSSGSCPAMCTCSNGIVDCRGKGL.... Result: 0 (the proteins do not interact).